Dataset: Catalyst prediction with 721,799 reactions and 888 catalyst types from USPTO. Task: Predict which catalyst facilitates the given reaction. (1) Reactant: [Cl:1][C:2]1[C:3]2[NH:11][CH:10]=[C:9]([CH2:12][C:13]3[C:18]([CH3:19])=[C:17]([O:20][CH3:21])[C:16]([CH3:22])=[CH:15][N:14]=3)[C:4]=2[N:5]=[C:6]([NH2:8])[N:7]=1.[H-].[Na+].Br[CH2:26][CH2:27][O:28][Si:29]([C:32]([CH3:35])([CH3:34])[CH3:33])([CH3:31])[CH3:30]. Product: [Si:29]([O:28][CH2:27][CH2:26][N:11]1[C:3]2[C:2]([Cl:1])=[N:7][C:6]([NH2:8])=[N:5][C:4]=2[C:9]([CH2:12][C:13]2[C:18]([CH3:19])=[C:17]([O:20][CH3:21])[C:16]([CH3:22])=[CH:15][N:14]=2)=[CH:10]1)([C:32]([CH3:35])([CH3:34])[CH3:33])([CH3:31])[CH3:30]. The catalyst class is: 3. (2) Reactant: [CH3:1][N:2]1[C:7]2=[CH:8][S:9][C:10](C)=[C:6]2[C:5](=[O:12])[N:4]([CH3:13])[C:3]1=[O:14].[F:15][C:16]1[CH:17]=[C:18]([C:26]2[N:27]=[C:28]([NH2:31])[S:29][CH:30]=2)[CH:19]=[C:20]([C:22]([F:25])([F:24])[F:23])[CH:21]=1.CCN=C=NC[CH2:38][CH2:39]N(C)C.Cl.C1C=CC2N([OH:53])N=NC=2C=1. Product: [CH3:1][N:2]1[C:10]2[S:9][CH:8]=[C:7]([CH2:38][C:39]([NH:31][C:28]3[S:29][CH:30]=[C:26]([C:18]4[CH:19]=[C:20]([C:22]([F:25])([F:23])[F:24])[CH:21]=[C:16]([F:15])[CH:17]=4)[N:27]=3)=[O:53])[C:6]=2[C:5](=[O:12])[N:4]([CH3:13])[C:3]1=[O:14]. The catalyst class is: 864. (3) Reactant: [C:1]([O:5][C:6]([NH:8][C@H:9]1[CH2:13][CH2:12][C@H:11]([C:14]([OH:16])=O)[CH2:10]1)=[O:7])([CH3:4])([CH3:3])[CH3:2].C1C=CC2N(O)N=[N:23]C=2C=1.C(Cl)CCl.[OH-].[NH4+]. Product: [NH2:23][C:14]([C@H:11]1[CH2:12][CH2:13][C@H:9]([NH:8][C:6](=[O:7])[O:5][C:1]([CH3:4])([CH3:3])[CH3:2])[CH2:10]1)=[O:16]. The catalyst class is: 39. (4) Reactant: [S:1]1[CH:5]=[C:4]([C:6]([O:8][C:9]([CH3:12])([CH3:11])[CH3:10])=[O:7])[N:3]=[C:2]1[C:13]([O:15]CC)=[O:14].[OH-].[Na+:19]. The catalyst class is: 7. Product: [C:9]([O:8][C:6]([C:4]1[N:3]=[C:2]([C:13]([O-:15])=[O:14])[S:1][CH:5]=1)=[O:7])([CH3:12])([CH3:10])[CH3:11].[Na+:19]. (5) Reactant: [CH2:1]([C:3]1[N:7]([C:8]2[N:16]=[C:15]3[C:11]([N:12]=[C:13]([CH:18]=O)[N:14]3[CH3:17])=[C:10]([N:20]3[CH2:25][CH2:24][O:23][CH2:22][CH2:21]3)[N:9]=2)[C:6]2[CH:26]=[CH:27][CH:28]=[CH:29][C:5]=2[N:4]=1)[CH3:2].FC(F)(F)C(O)=O.[CH2:37]1[C:40]2([CH2:45][CH2:44][NH:43][CH2:42][CH2:41]2)[CH2:39][O:38]1.COC(OC)OC.C(O)(=O)C.C(O[BH-](OC(=O)C)OC(=O)C)(=O)C.[Na+]. Product: [CH2:1]([C:3]1[N:7]([C:8]2[N:16]=[C:15]3[C:11]([N:12]=[C:13]([CH2:18][N:43]4[CH2:44][CH2:45][C:40]5([CH2:37][O:38][CH2:39]5)[CH2:41][CH2:42]4)[N:14]3[CH3:17])=[C:10]([N:20]3[CH2:25][CH2:24][O:23][CH2:22][CH2:21]3)[N:9]=2)[C:6]2[CH:26]=[CH:27][CH:28]=[CH:29][C:5]=2[N:4]=1)[CH3:2]. The catalyst class is: 26. (6) Reactant: [Cl:1][C:2]1[C:10]([CH2:11][S:12][C:13]2[CH:18]=[CH:17][C:16]([CH3:19])=[CH:15][C:14]=2[N+:20]([O-])=O)=[CH:9][C:5]2[O:6][CH2:7][O:8][C:4]=2[CH:3]=1.O.O.[Sn](Cl)Cl. Product: [Cl:1][C:2]1[C:10]([CH2:11][S:12][C:13]2[CH:18]=[CH:17][C:16]([CH3:19])=[CH:15][C:14]=2[NH2:20])=[CH:9][C:5]2[O:6][CH2:7][O:8][C:4]=2[CH:3]=1. The catalyst class is: 8. (7) Reactant: [C:1]([N:4]1[C:13]2[C:8](=[CH:9][C:10]([N:14]3[CH2:19][CH2:18][CH:17]([NH:20][C:21](=[O:27])[O:22][C:23]([CH3:26])([CH3:25])[CH3:24])[CH2:16][CH2:15]3)=[CH:11][CH:12]=2)[C@H:7]([NH:28]C(OCC2C=CC=CC=2)=O)[C@@H:6]([CH3:39])[C@@H:5]1[CH3:40])(=[O:3])[CH3:2]. Product: [C:1]([N:4]1[C:13]2[C:8](=[CH:9][C:10]([N:14]3[CH2:15][CH2:16][CH:17]([NH:20][C:21](=[O:27])[O:22][C:23]([CH3:25])([CH3:24])[CH3:26])[CH2:18][CH2:19]3)=[CH:11][CH:12]=2)[C@H:7]([NH2:28])[C@@H:6]([CH3:39])[C@@H:5]1[CH3:40])(=[O:3])[CH3:2]. The catalyst class is: 19. (8) Reactant: Br[CH2:2][C:3]([C:5]1[CH:10]=[CH:9][C:8]([F:11])=[CH:7][CH:6]=1)=O.Br.[Br:13][C:14]1[S:18][C:17]([NH2:19])=[N:16][CH:15]=1.C(N(C(C)C)C(C)C)C. Product: [Br:13][C:14]1[S:18][C:17]2=[N:19][C:3]([C:5]3[CH:10]=[CH:9][C:8]([F:11])=[CH:7][CH:6]=3)=[CH:2][N:16]2[CH:15]=1. The catalyst class is: 8. (9) Reactant: C([Mg]Cl)(C)C.[Li]Cl.Br[C:9]1[C:10]([Cl:33])=[C:11]2[C:17]([C:18]3[CH:23]=[CH:22][CH:21]=[CH:20][C:19]=3[F:24])=[CH:16][N:15]([CH2:25][O:26][CH2:27][CH2:28][Si:29]([CH3:32])([CH3:31])[CH3:30])[C:12]2=[N:13][CH:14]=1.[B:34]([O:43][CH:44]([CH3:46])[CH3:45])([O:39][CH:40]([CH3:42])[CH3:41])OC(C)C.OC(C(O)(C)C)(C)C. Product: [Cl:33][C:10]1[C:9]([B:34]2[O:39][C:40]([CH3:41])([CH3:42])[C:44]([CH3:45])([CH3:46])[O:43]2)=[CH:14][N:13]=[C:12]2[N:15]([CH2:25][O:26][CH2:27][CH2:28][Si:29]([CH3:32])([CH3:31])[CH3:30])[CH:16]=[C:17]([C:18]3[CH:23]=[CH:22][CH:21]=[CH:20][C:19]=3[F:24])[C:11]=12. The catalyst class is: 1.